Dataset: Reaction yield outcomes from USPTO patents with 853,638 reactions. Task: Predict the reaction yield, written as a fraction of the theoretical maximum amount of product (1.0 means a 100% yield; for example, 0.34 means a 34% yield). (1) The reactants are [NH:1]1[CH:5]=[C:4]([C:6]2[CH:7]=[C:8]([NH:16][C:17](=[O:45])[CH2:18][C:19]3[CH:24]=[CH:23][C:22]([C:25]4[CH:26]=[N:27][C:28]([O:34]CC5C=CC(OC)=CC=5)=[C:29]([O:31][CH2:32][CH3:33])[CH:30]=4)=[CH:21][C:20]=3[F:44])[CH:9]=[C:10]([C:12]([F:15])([F:14])[F:13])[CH:11]=2)[CH:3]=[N:2]1.C(O)(C(F)(F)F)=O.C(Cl)[Cl:54]. No catalyst specified. The product is [ClH:54].[NH:1]1[CH:5]=[C:4]([C:6]2[CH:7]=[C:8]([NH:16][C:17](=[O:45])[CH2:18][C:19]3[CH:24]=[CH:23][C:22]([C:25]4[CH:30]=[C:29]([O:31][CH2:32][CH3:33])[C:28](=[O:34])[NH:27][CH:26]=4)=[CH:21][C:20]=3[F:44])[CH:9]=[C:10]([C:12]([F:15])([F:14])[F:13])[CH:11]=2)[CH:3]=[N:2]1. The yield is 0.159. (2) The yield is 0.140. The product is [O:21]=[C:20]([C:10]1[O:11][C:7]([C:2]2[CH:3]=[CH:4][CH:5]=[CH:6][N:1]=2)=[CH:8][N:9]=1)[CH2:19][CH2:18][CH2:17][CH2:16][C:14]([O:13][CH3:12])=[O:15]. The reactants are [N:1]1[CH:6]=[CH:5][CH:4]=[CH:3][C:2]=1[C:7]1[O:11][CH:10]=[N:9][CH:8]=1.[CH3:12][O:13][C:14]([CH:16](C)[CH2:17][CH2:18][CH2:19][C:20](O)=[O:21])=[O:15]. No catalyst specified. (3) The reactants are [Cl:1][C:2]1[CH:3]=[C:4]([S:9]([CH:12]2[CH2:17][CH2:16][NH:15][CH2:14][CH2:13]2)(=[O:11])=[O:10])[CH:5]=[CH:6][C:7]=1[Cl:8].Cl[C:19]1[C:24]([Cl:25])=[CH:23][CH:22]=[CH:21][N:20]=1. No catalyst specified. The product is [Cl:25][C:24]1[C:19]([N:15]2[CH2:16][CH2:17][CH:12]([S:9]([C:4]3[CH:5]=[CH:6][C:7]([Cl:8])=[C:2]([Cl:1])[CH:3]=3)(=[O:11])=[O:10])[CH2:13][CH2:14]2)=[N:20][CH:21]=[CH:22][CH:23]=1. The yield is 0.330. (4) The catalyst is O1CCOCC1.Cl[Pd](Cl)([P](C1C=CC=CC=1)(C1C=CC=CC=1)C1C=CC=CC=1)[P](C1C=CC=CC=1)(C1C=CC=CC=1)C1C=CC=CC=1. The yield is 0.370. The reactants are [OH:1][CH2:2][CH2:3][CH2:4][C@@:5]1([C:29]2[CH:34]=[CH:33][CH:32]=[CH:31][CH:30]=2)[O:10][C:9](=[O:11])[N:8]([C@H:12]([C:14]2[CH:19]=[CH:18][C:17](B3OC(C)(C)C(C)(C)O3)=[CH:16][CH:15]=2)[CH3:13])[CH2:7][CH2:6]1.Br[C:36]1[CH:37]=[CH:38][C:39](=[O:43])[N:40]([CH3:42])[CH:41]=1.C([O-])([O-])=O.[Cs+].[Cs+]. The product is [OH:1][CH2:2][CH2:3][CH2:4][C@@:5]1([C:29]2[CH:30]=[CH:31][CH:32]=[CH:33][CH:34]=2)[O:10][C:9](=[O:11])[N:8]([C@H:12]([C:14]2[CH:19]=[CH:18][C:17]([C:36]3[CH:37]=[CH:38][C:39](=[O:43])[N:40]([CH3:42])[CH:41]=3)=[CH:16][CH:15]=2)[CH3:13])[CH2:7][CH2:6]1. (5) The reactants are [F:1][C:2]1[CH:3]=[C:4]([CH:31]=[CH:32][C:33]=1[NH:34][C:35]([C:37]1([C:40](=[O:49])[NH:41][C:42]2[CH:47]=[CH:46][C:45]([F:48])=[CH:44][CH:43]=2)[CH2:39][CH2:38]1)=[O:36])[O:5][C:6]1[CH:11]=[CH:10][N:9]=[C:8]([N:12](C(OC2C=CC=CC=2)=O)[C:13](=O)[O:14]C2C=CC=CC=2)[CH:7]=1.Cl.Cl.[CH3:52][N:53]([CH3:60])[CH:54]1[CH2:59][CH2:58][NH:57][CH2:56][CH2:55]1.C(N(CC)CC)C.O. The catalyst is CN(C)C=O. The product is [CH3:52][N:53]([CH3:60])[CH:54]1[CH2:59][CH2:58][N:57]([C:13]([NH:12][C:8]2[CH:7]=[C:6]([O:5][C:4]3[CH:31]=[CH:32][C:33]([NH:34][C:35]([C:37]4([C:40]([NH:41][C:42]5[CH:47]=[CH:46][C:45]([F:48])=[CH:44][CH:43]=5)=[O:49])[CH2:38][CH2:39]4)=[O:36])=[C:2]([F:1])[CH:3]=3)[CH:11]=[CH:10][N:9]=2)=[O:14])[CH2:56][CH2:55]1. The yield is 0.705.